Dataset: Reaction yield outcomes from USPTO patents with 853,638 reactions. Task: Predict the reaction yield, written as a fraction of the theoretical maximum amount of product (1.0 means a 100% yield; for example, 0.34 means a 34% yield). (1) The reactants are C1CCN(C(N=NC(N2CCCCC2)=O)=O)CC1.C1C=CC(P(C2C=CC=CC=2)C2C=CC=CC=2)=CC=1.[CH2:38]([O:40][C:41](=[O:53])[CH2:42][C@H:43]1[C:51]2[C:46](=[CH:47][C:48]([OH:52])=[CH:49][CH:50]=2)[CH2:45][CH2:44]1)[CH3:39].[CH3:54][C:55]1[N:56]=[C:57]([C:63]2[CH:68]=[CH:67][CH:66]=[CH:65][CH:64]=2)[O:58][C:59]=1[CH2:60][CH2:61]O. The catalyst is C1COCC1.C(Cl)Cl. The product is [CH3:54][C:55]1[N:56]=[C:57]([C:63]2[CH:68]=[CH:67][CH:66]=[CH:65][CH:64]=2)[O:58][C:59]=1[CH2:60][CH2:61][O:52][C:48]1[CH:47]=[C:46]2[C:51](=[CH:50][CH:49]=1)[C@H:43]([CH2:42][C:41]([O:40][CH2:38][CH3:39])=[O:53])[CH2:44][CH2:45]2. The yield is 0.660. (2) The reactants are [CH:1]1([CH2:4][O:5][C:6]2[CH:14]=[CH:13][C:12]([S:15]([CH3:18])(=[O:17])=[O:16])=[CH:11][C:7]=2[C:8]([OH:10])=O)[CH2:3][CH2:2]1.Cl.[F:20][C:21]([F:34])([F:33])[C:22]1[S:26][C:25]([N:27]2[CH2:32][CH2:31][NH:30][CH2:29][CH2:28]2)=[N:24][CH:23]=1. No catalyst specified. The product is [CH:1]1([CH2:4][O:5][C:6]2[CH:14]=[CH:13][C:12]([S:15]([CH3:18])(=[O:17])=[O:16])=[CH:11][C:7]=2[C:8]([N:30]2[CH2:31][CH2:32][N:27]([C:25]3[S:26][C:22]([C:21]([F:34])([F:20])[F:33])=[CH:23][N:24]=3)[CH2:28][CH2:29]2)=[O:10])[CH2:2][CH2:3]1. The yield is 0.220. (3) The reactants are [F:1][C:2]1[CH:7]=[CH:6][C:5]([CH2:8][C:9]([N:11]2[CH2:15][CH:14]([O:16][C:17]([N:19]3[CH2:24][CH2:23][O:22][CH2:21][CH2:20]3)=[O:18])[CH2:13][NH:12]2)=[O:10])=[CH:4][CH:3]=1.[O:25]([C:32]1[N:37]=[C:36]([C:38](Cl)=[O:39])[CH:35]=[CH:34][N:33]=1)[C:26]1[CH:31]=[CH:30][CH:29]=[CH:28][CH:27]=1.[OH-].[Na+]. The catalyst is ClCCl. The product is [F:1][C:2]1[CH:7]=[CH:6][C:5]([CH2:8][C:9]([N:11]2[CH2:15][CH:14]([O:16][C:17]([N:19]3[CH2:24][CH2:23][O:22][CH2:21][CH2:20]3)=[O:18])[CH2:13][N:12]2[C:38]([C:36]2[CH:35]=[CH:34][N:33]=[C:32]([O:25][C:26]3[CH:27]=[CH:28][CH:29]=[CH:30][CH:31]=3)[N:37]=2)=[O:39])=[O:10])=[CH:4][CH:3]=1. The yield is 0.610. (4) The reactants are [F:1][C:2]1[C:10]([O:11][CH2:12][C:13]2[CH2:14][C:15]3[C:20]([CH:21]=2)=[CH:19][C:18](B2OC(C)(C)C(C)(C)O2)=[CH:17][CH:16]=3)=[CH:9][CH:8]=[C:7]([F:31])[C:3]=1[C:4]([NH2:6])=[O:5].[C:32]1(OS(C(F)(F)F)(=O)=O)[CH2:36][CH2:35][CH2:34][CH:33]=1.P([O-])([O-])([O-])=O.[K+].[K+].[K+]. The catalyst is CN(C=O)C.O. The product is [CH:36]1([C:18]2[CH:19]=[C:20]3[C:15](=[CH:16][CH:17]=2)[CH2:14][C:13]([CH2:12][O:11][C:10]2[C:2]([F:1])=[C:3]([C:7]([F:31])=[CH:8][CH:9]=2)[C:4]([NH2:6])=[O:5])=[CH:21]3)[CH2:35][CH2:34][CH:33]=[CH:32]1. The yield is 0.650.